From a dataset of Forward reaction prediction with 1.9M reactions from USPTO patents (1976-2016). Predict the product of the given reaction. (1) Given the reactants C(OC(=O)[NH:7][C@H:8]1[CH2:12][CH2:11][N:10]([C:13]2[C:14]([F:28])=[CH:15][C:16]3[C:21](=[O:22])[NH:20][C:19](=[O:23])[N:18]([CH:24]4[CH2:26][CH2:25]4)[C:17]=3[N:27]=2)[CH2:9]1)(C)(C)C.[ClH:30], predict the reaction product. The product is: [ClH:30].[NH2:7][C@H:8]1[CH2:12][CH2:11][N:10]([C:13]2[C:14]([F:28])=[CH:15][C:16]3[C:21](=[O:22])[NH:20][C:19](=[O:23])[N:18]([CH:24]4[CH2:25][CH2:26]4)[C:17]=3[N:27]=2)[CH2:9]1. (2) Given the reactants [NH2:1][C@@H:2]1[CH2:6][CH2:5][N:4]([C:7]2[CH:36]=[CH:35][C:10]([C:11]([NH:13][C:14]3[CH:15]=[C:16]([C:28]4[CH:33]=[CH:32][C:31]([F:34])=[CH:30][CH:29]=4)[CH:17]=[CH:18][C:19]=3[NH:20][C:21](=[O:27])[O:22][C:23]([CH3:26])([CH3:25])[CH3:24])=[O:12])=[CH:9][CH:8]=2)[CH2:3]1.[CH3:37][S:38](Cl)(=[O:40])=[O:39].C([O-])(O)=O.[Na+], predict the reaction product. The product is: [F:34][C:31]1[CH:30]=[CH:29][C:28]([C:16]2[CH:17]=[CH:18][C:19]([NH:20][C:21](=[O:27])[O:22][C:23]([CH3:26])([CH3:25])[CH3:24])=[C:14]([NH:13][C:11](=[O:12])[C:10]3[CH:9]=[CH:8][C:7]([N:4]4[CH2:5][CH2:6][C@@H:2]([NH:1][S:38]([CH3:37])(=[O:40])=[O:39])[CH2:3]4)=[CH:36][CH:35]=3)[CH:15]=2)=[CH:33][CH:32]=1.